The task is: Predict the reaction yield, written as a fraction of the theoretical maximum amount of product (1.0 means a 100% yield; for example, 0.34 means a 34% yield).. This data is from Reaction yield outcomes from USPTO patents with 853,638 reactions. (1) The reactants are [CH3:1][C:2]1[O:3][C:4]2[CH2:10][CH:9]([CH2:11][OH:12])[CH2:8][CH2:7][C:5]=2[N:6]=1.C1C=C[NH+]=CC=1.[O-][Cr](Cl)(=O)=O. The product is [CH3:1][C:2]1[O:3][C:4]2[CH2:10][CH:9]([CH:11]=[O:12])[CH2:8][CH2:7][C:5]=2[N:6]=1. The yield is 0.760. The catalyst is C(Cl)Cl. (2) The reactants are [Cl-].O[NH3+:3].[C:4](=[O:7])([O-])[OH:5].[Na+].CS(C)=O.[CH2:13]([C:17]1[N:18]=[C:19]([CH3:46])[N:20]([CH2:39][C:40]2[CH:45]=[CH:44][CH:43]=[CH:42][N:41]=2)[C:21](=[O:38])[C:22]=1[CH2:23][C:24]1[CH:29]=[CH:28][C:27]([C:30]2[C:31]([C:36]#[N:37])=[CH:32][CH:33]=[CH:34][CH:35]=2)=[CH:26][CH:25]=1)[CH2:14][CH2:15][CH3:16]. The catalyst is C(OCC)(=O)C. The product is [CH2:13]([C:17]1[N:18]=[C:19]([CH3:46])[N:20]([CH2:39][C:40]2[CH:45]=[CH:44][CH:43]=[CH:42][N:41]=2)[C:21](=[O:38])[C:22]=1[CH2:23][C:24]1[CH:25]=[CH:26][C:27]([C:30]2[CH:35]=[CH:34][CH:33]=[CH:32][C:31]=2[C:36]2[NH:3][C:4](=[O:7])[O:5][N:37]=2)=[CH:28][CH:29]=1)[CH2:14][CH2:15][CH3:16]. The yield is 0.0800.